From a dataset of Forward reaction prediction with 1.9M reactions from USPTO patents (1976-2016). Predict the product of the given reaction. (1) Given the reactants [Cl:1][C:2]1[C:11]([N+:12]([O-:14])=[O:13])=[C:10](Cl)[C:9]2[C:4](=[CH:5][CH:6]=[CH:7][CH:8]=2)[N:3]=1.C(N(CC)CC)C.[CH2:23]([NH2:30])[C:24]1[CH:29]=[CH:28][CH:27]=[CH:26][CH:25]=1.O, predict the reaction product. The product is: [CH2:23]([NH:30][C:10]1[C:9]2[C:4](=[CH:5][CH:6]=[CH:7][CH:8]=2)[N:3]=[C:2]([Cl:1])[C:11]=1[N+:12]([O-:14])=[O:13])[C:24]1[CH:29]=[CH:28][CH:27]=[CH:26][CH:25]=1. (2) Given the reactants [C@@H:1]12[CH2:7][NH:6][C@@H:5]1[CH2:4][N:3]([C:8]1[CH:20]=[CH:19][C:18]3[C:17]4[C:12](=[CH:13][CH:14]=[CH:15][CH:16]=4)[C:11](=[O:21])[C:10]=3[CH:9]=1)[CH2:2]2.O.[C:23]1([CH3:33])[CH:28]=[CH:27][C:26]([S:29]([OH:32])(=[O:31])=[O:30])=[CH:25][CH:24]=1, predict the reaction product. The product is: [C:23]1([CH3:33])[CH:24]=[CH:25][C:26]([S:29]([OH:32])(=[O:30])=[O:31])=[CH:27][CH:28]=1.[C@@H:1]12[CH2:7][NH:6][C@@H:5]1[CH2:4][N:3]([C:8]1[CH:20]=[CH:19][C:18]3[C:17]4[C:12](=[CH:13][CH:14]=[CH:15][CH:16]=4)[C:11](=[O:21])[C:10]=3[CH:9]=1)[CH2:2]2. (3) Given the reactants [OH:1][C:2]1[CH:3]=[C:4]([C:10](=O)[CH3:11])[CH:5]=[CH:6][C:7]=1[O:8][CH3:9].Cl.[F:14][C:15]1[CH:23]=[CH:22][CH:21]=[CH:20][C:16]=1[CH2:17][O:18][NH2:19], predict the reaction product. The product is: [F:14][C:15]1[CH:23]=[CH:22][CH:21]=[CH:20][C:16]=1[CH2:17][O:18]/[N:19]=[C:10](/[C:4]1[CH:5]=[CH:6][C:7]([O:8][CH3:9])=[C:2]([OH:1])[CH:3]=1)\[CH3:11]. (4) Given the reactants [NH2:1][C:2]1[C:10]([O:11][CH3:12])=[CH:9][CH:8]=[CH:7][C:3]=1[C:4]([OH:6])=O.[NH2:13][C:14](N)=[O:15], predict the reaction product. The product is: [CH3:12][O:11][C:10]1[CH:9]=[CH:8][CH:7]=[C:3]2[C:2]=1[N:1]=[C:14]([OH:15])[N:13]=[C:4]2[OH:6]. (5) Given the reactants [NH2:1][C:2]1[CH:11]=[C:10]([N:12]2[CH2:17][CH2:16][N:15]([C:18]([NH:20][C:21]3[CH:26]=[CH:25][C:24]([F:27])=[CH:23][CH:22]=3)=[O:19])[CH2:14][CH2:13]2)[C:9]2[C:4](=[CH:5][C:6]([Cl:28])=[CH:7][CH:8]=2)[N:3]=1.[C:29]1([N:35]=[C:36]=[O:37])[CH:34]=[CH:33][CH:32]=[CH:31][CH:30]=1, predict the reaction product. The product is: [Cl:28][C:6]1[CH:5]=[C:4]2[C:9]([C:10]([N:12]3[CH2:13][CH2:14][N:15]([C:18]([NH:20][C:21]4[CH:26]=[CH:25][C:24]([F:27])=[CH:23][CH:22]=4)=[O:19])[CH2:16][CH2:17]3)=[CH:11][C:2]([NH:1][C:36]([NH:35][C:29]3[CH:34]=[CH:33][CH:32]=[CH:31][CH:30]=3)=[O:37])=[N:3]2)=[CH:8][CH:7]=1. (6) Given the reactants [CH2:1]([N:3]1[C:7]2=[N:8][C:9]([CH2:37][CH3:38])=[C:10]([CH2:19][NH:20][C:21]([C:23]3[CH:28]=[CH:27][C:26]([NH:29]C(=O)OC(C)(C)C)=[CH:25][CH:24]=3)=[O:22])[C:11]([NH:12][CH:13]3[CH2:18][CH2:17][O:16][CH2:15][CH2:14]3)=[C:6]2[CH:5]=[N:4]1)[CH3:2].[ClH:39], predict the reaction product. The product is: [ClH:39].[NH2:29][C:26]1[CH:27]=[CH:28][C:23]([C:21]([NH:20][CH2:19][C:10]2[C:11]([NH:12][CH:13]3[CH2:14][CH2:15][O:16][CH2:17][CH2:18]3)=[C:6]3[CH:5]=[N:4][N:3]([CH2:1][CH3:2])[C:7]3=[N:8][C:9]=2[CH2:37][CH3:38])=[O:22])=[CH:24][CH:25]=1. (7) Given the reactants ClC1C=C(C2C=C3C(CCC(C(OC)=O)C3)=CC=2)C=CC=1.[CH3:22][O:23][C:24]1[CH:41]=[CH:40][C:27]([CH2:28][NH:29][C:30]2[N+:31]([O-])=[CH:32][CH:33]=[C:34]([N+:36]([O-:38])=[O:37])[CH:35]=2)=[CH:26][CH:25]=1.P(Cl)(Cl)Cl, predict the reaction product. The product is: [CH3:22][O:23][C:24]1[CH:25]=[CH:26][C:27]([CH2:28][NH:29][C:30]2[CH:35]=[C:34]([N+:36]([O-:38])=[O:37])[CH:33]=[CH:32][N:31]=2)=[CH:40][CH:41]=1. (8) Given the reactants [NH2:1][C:2]1[C:3]([NH:19][C:20]2[CH:25]=[CH:24][C:23]([OH:26])=[CH:22][CH:21]=2)=[CH:4][C:5]([O:8][C:9]2[CH:10]=[C:11]([NH:15][C:16](=[O:18])[CH3:17])[CH:12]=[CH:13][CH:14]=2)=[N:6][CH:7]=1.[C:27]([CH2:29][C:30](OCC)=O)#[N:28], predict the reaction product. The product is: [C:27]([CH2:29][CH:30]1[NH:1][C:2]2[CH:7]=[N:6][C:5]([O:8][C:9]3[CH:10]=[C:11]([NH:15][C:16](=[O:18])[CH3:17])[CH:12]=[CH:13][CH:14]=3)=[CH:4][C:3]=2[N:19]1[C:20]1[CH:21]=[CH:22][C:23]([OH:26])=[CH:24][CH:25]=1)#[N:28].